This data is from Full USPTO retrosynthesis dataset with 1.9M reactions from patents (1976-2016). The task is: Predict the reactants needed to synthesize the given product. (1) The reactants are: [CH2:1]([N:3]1[C:7]2=[N:8][C:9]([CH2:62][CH3:63])=[C:10]([CH2:19][NH:20][C:21]([C:23]3[CH:24]=[C:25]([C:29]([NH:31][CH2:32][C:33]4[CH:34]=[C:35]([C:41]5[CH:46]=[CH:45][CH:44]=[C:43]([CH2:47][N:48]6[CH2:54][CH2:53][CH2:52][N:51](C(OC(C)(C)C)=O)[CH2:50][CH2:49]6)[CH:42]=5)[CH:36]=[C:37]([O:39][CH3:40])[CH:38]=4)=[O:30])[CH:26]=[CH:27][CH:28]=3)=[O:22])[C:11]([NH:12][CH:13]3[CH2:18][CH2:17][O:16][CH2:15][CH2:14]3)=[C:6]2[CH:5]=[N:4]1)[CH3:2]. Given the product [CH2:1]([N:3]1[C:7]2=[N:8][C:9]([CH2:62][CH3:63])=[C:10]([CH2:19][NH:20][C:21]([C:23]3[CH:28]=[CH:27][CH:26]=[C:25]([C:29]([NH:31][CH2:32][C:33]4[CH:34]=[C:35]([C:41]5[CH:46]=[CH:45][CH:44]=[C:43]([CH2:47][N:48]6[CH2:54][CH2:53][CH2:52][NH:51][CH2:50][CH2:49]6)[CH:42]=5)[CH:36]=[C:37]([O:39][CH3:40])[CH:38]=4)=[O:30])[CH:24]=3)=[O:22])[C:11]([NH:12][CH:13]3[CH2:18][CH2:17][O:16][CH2:15][CH2:14]3)=[C:6]2[CH:5]=[N:4]1)[CH3:2], predict the reactants needed to synthesize it. (2) Given the product [CH:16]1([C:15]2[O:14][N:13]=[C:12]([C:19]3[CH:24]=[CH:23][CH:22]=[CH:21][C:20]=3[O:25][C:26]([F:28])([F:27])[F:29])[C:11]=2[CH2:10][O:9][CH:3]2[CH2:2][CH:1]3[N:8]([C:39]4[CH:40]=[C:45]([CH3:47])[CH:46]=[C:37]([C:48]([O:32][CH3:31])=[O:49])[N:38]=4)[CH:5]([CH2:6][CH2:7]3)[CH2:4]2)[CH2:17][CH2:18]1, predict the reactants needed to synthesize it. The reactants are: [CH:1]12[NH:8][CH:5]([CH2:6][CH2:7]1)[CH2:4][CH:3]([O:9][CH2:10][C:11]1[C:12]([C:19]3[CH:24]=[CH:23][CH:22]=[CH:21][C:20]=3[O:25][C:26]([F:29])([F:28])[F:27])=[N:13][O:14][C:15]=1[CH:16]1[CH2:18][CH2:17]1)[CH2:2]2.C[C:31](N(C)C)=[O:32].Cl[C:37]1[CH:46]=[C:45]([CH3:47])[C:40](C(OC)=O)=[CH:39][N:38]=1.[C:48](=O)([O-])[O-:49].[Cs+].[Cs+]. (3) Given the product [N:15]1[C:9]2[NH:8][C:7]3[CH:16]=[C:3]([CH2:2][C:17]#[N:18])[CH:4]=[CH:5][C:6]=3[S:11][C:10]=2[N:12]=[CH:13][CH:14]=1, predict the reactants needed to synthesize it. The reactants are: Cl[CH2:2][C:3]1[CH:4]=[CH:5][C:6]2[S:11][C:10]3[N:12]=[CH:13][CH:14]=[N:15][C:9]=3[NH:8][C:7]=2[CH:16]=1.[C-:17]#[N:18].[Na+].C(OCC)(=O)C. (4) Given the product [Cl:1][C:2]1[CH:3]=[C:4]([CH:9]2[C:18]3[C:13](=[CH:14][C:15]([C:31]4[N:32]=[N:33][C:34]([O:37][CH:38]([F:40])[F:39])=[CH:35][CH:36]=4)=[C:16]([F:19])[CH:17]=3)[CH2:12][N:11]([CH3:29])[CH2:10]2)[CH:5]=[CH:6][C:7]=1[Cl:8], predict the reactants needed to synthesize it. The reactants are: [Cl:1][C:2]1[CH:3]=[C:4]([CH:9]2[C:18]3[C:13](=[CH:14][C:15](B4OC(C)(C)C(C)(C)O4)=[C:16]([F:19])[CH:17]=3)[CH2:12][N:11]([CH3:29])[CH2:10]2)[CH:5]=[CH:6][C:7]=1[Cl:8].Cl[C:31]1[N:32]=[N:33][C:34]([O:37][CH:38]([F:40])[F:39])=[CH:35][CH:36]=1. (5) Given the product [CH3:37][C:32]1[CH:31]=[C:30]([C:2]2[CH:7]=[CH:6][C:5]([C@@H:8]([N:10]3[CH2:15][CH2:14][C@@:13]([C:21]4[CH:22]=[CH:23][C:24]([F:27])=[CH:25][CH:26]=4)([CH2:16][C:17]([OH:20])([CH3:18])[CH3:19])[O:12][C:11]3=[O:28])[CH3:9])=[CH:4][CH:3]=2)[CH:35]=[C:34]([CH3:36])[N:33]=1, predict the reactants needed to synthesize it. The reactants are: Br[C:2]1[CH:7]=[CH:6][C:5]([C@@H:8]([N:10]2[CH2:15][CH2:14][C@@:13]([C:21]3[CH:26]=[CH:25][C:24]([F:27])=[CH:23][CH:22]=3)([CH2:16][C:17]([OH:20])([CH3:19])[CH3:18])[O:12][C:11]2=[O:28])[CH3:9])=[CH:4][CH:3]=1.Br[C:30]1[CH:35]=[C:34]([CH3:36])[N:33]=[C:32]([CH3:37])[CH:31]=1.